From a dataset of NCI-60 drug combinations with 297,098 pairs across 59 cell lines. Regression. Given two drug SMILES strings and cell line genomic features, predict the synergy score measuring deviation from expected non-interaction effect. (1) Drug 1: COC1=C(C=C2C(=C1)N=CN=C2NC3=CC(=C(C=C3)F)Cl)OCCCN4CCOCC4. Drug 2: C1CN1P(=S)(N2CC2)N3CC3. Cell line: UACC62. Synergy scores: CSS=28.4, Synergy_ZIP=-9.10, Synergy_Bliss=-3.19, Synergy_Loewe=-2.08, Synergy_HSA=0.274. (2) Drug 1: CC12CCC3C(C1CCC2O)C(CC4=C3C=CC(=C4)O)CCCCCCCCCS(=O)CCCC(C(F)(F)F)(F)F. Drug 2: CC12CCC3C(C1CCC2OP(=O)(O)O)CCC4=C3C=CC(=C4)OC(=O)N(CCCl)CCCl.[Na+]. Cell line: OVCAR-8. Synergy scores: CSS=6.20, Synergy_ZIP=-1.52, Synergy_Bliss=-1.43, Synergy_Loewe=0.691, Synergy_HSA=0.434. (3) Drug 1: C(CC(=O)O)C(=O)CN.Cl. Drug 2: C1C(C(OC1N2C=NC(=NC2=O)N)CO)O. Cell line: RPMI-8226. Synergy scores: CSS=47.0, Synergy_ZIP=0.488, Synergy_Bliss=-0.583, Synergy_Loewe=2.52, Synergy_HSA=5.41. (4) Drug 1: CC1=C2C(C(=O)C3(C(CC4C(C3C(C(C2(C)C)(CC1OC(=O)C(C(C5=CC=CC=C5)NC(=O)OC(C)(C)C)O)O)OC(=O)C6=CC=CC=C6)(CO4)OC(=O)C)O)C)O. Drug 2: CC1=C(N=C(N=C1N)C(CC(=O)N)NCC(C(=O)N)N)C(=O)NC(C(C2=CN=CN2)OC3C(C(C(C(O3)CO)O)O)OC4C(C(C(C(O4)CO)O)OC(=O)N)O)C(=O)NC(C)C(C(C)C(=O)NC(C(C)O)C(=O)NCCC5=NC(=CS5)C6=NC(=CS6)C(=O)NCCC[S+](C)C)O. Cell line: HOP-62. Synergy scores: CSS=51.2, Synergy_ZIP=2.24, Synergy_Bliss=1.33, Synergy_Loewe=-2.37, Synergy_HSA=0.889. (5) Drug 1: CCC1(CC2CC(C3=C(CCN(C2)C1)C4=CC=CC=C4N3)(C5=C(C=C6C(=C5)C78CCN9C7C(C=CC9)(C(C(C8N6C=O)(C(=O)OC)O)OC(=O)C)CC)OC)C(=O)OC)O.OS(=O)(=O)O. Drug 2: C1CNP(=O)(OC1)N(CCCl)CCCl. Cell line: UACC62. Synergy scores: CSS=3.04, Synergy_ZIP=-0.558, Synergy_Bliss=1.34, Synergy_Loewe=-6.02, Synergy_HSA=-0.0169. (6) Drug 1: CC1=C(C(=CC=C1)Cl)NC(=O)C2=CN=C(S2)NC3=CC(=NC(=N3)C)N4CCN(CC4)CCO. Drug 2: CCC1(CC2CC(C3=C(CCN(C2)C1)C4=CC=CC=C4N3)(C5=C(C=C6C(=C5)C78CCN9C7C(C=CC9)(C(C(C8N6C)(C(=O)OC)O)OC(=O)C)CC)OC)C(=O)OC)O.OS(=O)(=O)O. Cell line: NCI-H322M. Synergy scores: CSS=3.51, Synergy_ZIP=-1.15, Synergy_Bliss=-0.889, Synergy_Loewe=0.701, Synergy_HSA=-0.375.